From a dataset of Forward reaction prediction with 1.9M reactions from USPTO patents (1976-2016). Predict the product of the given reaction. (1) Given the reactants [NH:1]1[CH2:5][CH2:4][CH2:3][CH2:2]1.Cl[CH2:7][CH2:8][CH2:9][OH:10].C(=O)([O-])[O-].[K+].[K+], predict the reaction product. The product is: [OH:10][CH2:9][CH2:8][CH2:7][N:1]1[CH2:5][CH2:4][CH2:3][CH2:2]1. (2) Given the reactants [CH3:1][C:2]1[N:3]=[C:4]2[CH:9]=[CH:8][CH:7]=[CH:6][N:5]2[C:10]=1[CH2:11]O.[NH2:13][C:14]1[CH:19]=[CH:18][C:17]([SH:20])=[CH:16][CH:15]=1.[OH-].[Na+], predict the reaction product. The product is: [NH2:13][C:14]1[CH:19]=[CH:18][C:17]([S:20][CH2:11][C:10]2[N:5]3[CH:6]=[CH:7][CH:8]=[CH:9][C:4]3=[N:3][C:2]=2[CH3:1])=[CH:16][CH:15]=1. (3) The product is: [CH:49]1([CH2:48][O:26][C:25]([C:7]2[C:8]([CH3:24])=[C:9]3[C:4](=[CH:5][C:6]=2[CH3:28])[N:3]=[C:2]([CH3:1])[N:11]([C:12]2[CH:17]=[CH:16][CH:15]=[CH:14][C:13]=2[S:18](=[O:22])(=[O:21])[NH:19][CH3:20])[C:10]3=[O:23])=[O:27])[CH2:50][CH2:51][CH2:46]1. Given the reactants [CH3:1][C:2]1[N:11]([C:12]2[CH:17]=[CH:16][CH:15]=[CH:14][C:13]=2[S:18](=[O:22])(=[O:21])[NH:19][CH3:20])[C:10](=[O:23])[C:9]2[C:4](=[CH:5][C:6]([CH3:28])=[C:7]([C:25]([OH:27])=[O:26])[C:8]=2[CH3:24])[N:3]=1.C(OC([C:50]1[C:51](C)=[C:46]2C(=[CH:48][C:49]=1C)N=C(C)N([C:46]1[CH:51]=[CH:50][CH:49]=[CH:48]C=1S(=O)(=O)NC)C2=O)=O)C, predict the reaction product. (4) Given the reactants [F:1][C:2]1[C:11]2[CH2:10][N:9]([C@H:12]([CH:16]([CH3:18])[CH3:17])[C:13](O)=[O:14])[C:8](=[O:19])[C:7]3=[CH:20][NH:21][C:5]([C:6]=23)=[N:4][CH:3]=1.[F:22][C:23]1([F:29])[CH2:27][CH2:26][CH:25]([NH2:28])[CH2:24]1.C1C=CC2N(O)N=NC=2C=1.C(Cl)CCl, predict the reaction product. The product is: [F:22][C:23]1([F:29])[CH2:27][CH2:26][CH:25]([NH:28][C:13](=[O:14])[C@H:12]([N:9]2[C:8](=[O:19])[C:7]3=[CH:20][NH:21][C:5]4[C:6]3=[C:11]([C:2]([F:1])=[CH:3][N:4]=4)[CH2:10]2)[CH:16]([CH3:17])[CH3:18])[CH2:24]1. (5) Given the reactants C([Sn](CCCC)(CCCC)/[CH:6]=[CH:7]\[O:8][CH2:9][CH3:10])CCC.[CH2:19]([O:26][C:27](=[O:41])[NH:28][CH2:29][CH2:30][CH2:31][NH:32][C:33]1[C:38](Br)=[CH:37][N:36]=[C:35]([Cl:40])[N:34]=1)[C:20]1[CH:25]=[CH:24][CH:23]=[CH:22][CH:21]=1, predict the reaction product. The product is: [CH2:19]([O:26][C:27](=[O:41])[NH:28][CH2:29][CH2:30][CH2:31][NH:32][C:33]1[C:38](/[CH:6]=[CH:7]\[O:8][CH2:9][CH3:10])=[CH:37][N:36]=[C:35]([Cl:40])[N:34]=1)[C:20]1[CH:21]=[CH:22][CH:23]=[CH:24][CH:25]=1. (6) Given the reactants C([O-])([O-])=O.[Cs+].[Cs+].[O:7]1[CH2:12][CH2:11][N:10]([CH2:13][C:14]2[CH:15]=[C:16](B(O)O)[CH:17]=[CH:18][CH:19]=2)[CH2:9][CH2:8]1.Br[C:24]1[CH:25]=[C:26]([C:31]2[N:32]=[N:33][N:34]([CH:36]([CH3:38])[CH3:37])[CH:35]=2)[C:27]([NH2:30])=[N:28][CH:29]=1, predict the reaction product. The product is: [CH:36]([N:34]1[CH:35]=[C:31]([C:26]2[C:27]([NH2:30])=[N:28][CH:29]=[C:24]([C:16]3[CH:17]=[CH:18][CH:19]=[C:14]([CH2:13][N:10]4[CH2:11][CH2:12][O:7][CH2:8][CH2:9]4)[CH:15]=3)[CH:25]=2)[N:32]=[N:33]1)([CH3:38])[CH3:37].